This data is from Full USPTO retrosynthesis dataset with 1.9M reactions from patents (1976-2016). The task is: Predict the reactants needed to synthesize the given product. (1) The reactants are: [Cl:1][C:2]1[CH:7]=[CH:6][C:5]([C:8]2[C:9]([OH:14])=[CH:10][CH:11]=[CH:12][CH:13]=2)=[C:4]([CH3:15])[CH:3]=1.C(=O)([O-])[O-].[K+].[K+].C(Br)C=C.[CH2:26]([O:29]CC=C)[CH:27]=[CH2:28].C(C1C=CC=C(C2C=CC(Cl)=CC=2C)C=1O)C=C.ClC1C=C(C=CC=1)C(OO)=O. Given the product [Cl:1][C:2]1[CH:7]=[CH:6][C:5]([C:8]2[C:9]3[O:14][CH:27]([CH2:26][OH:29])[CH2:28][C:10]=3[CH:11]=[CH:12][CH:13]=2)=[C:4]([CH3:15])[CH:3]=1, predict the reactants needed to synthesize it. (2) Given the product [NH2:49][C:47]1[S:48][C:14]([C:15]2[CH:20]=[CH:19][N:18]=[C:17]([NH:21][C:22]3[CH:27]=[CH:26][C:25]([O:28][CH2:29][CH2:30][O:31][CH3:32])=[C:24]([F:33])[CH:23]=3)[N:16]=2)=[C:13]([C:9]2[CH:8]=[C:7]([NH:6][C:4](=[O:5])[C:3]3[C:2]([F:1])=[CH:38][CH:37]=[CH:36][C:35]=3[F:39])[CH:12]=[CH:11][CH:10]=2)[N:46]=1, predict the reactants needed to synthesize it. The reactants are: [F:1][C:2]1[CH:38]=[CH:37][CH:36]=[C:35]([F:39])[C:3]=1[C:4]([NH:6][C:7]1[CH:12]=[CH:11][CH:10]=[C:9]([C:13](=O)[CH2:14][C:15]2[CH:20]=[CH:19][N:18]=[C:17]([NH:21][C:22]3[CH:27]=[CH:26][C:25]([O:28][CH2:29][CH2:30][O:31][CH3:32])=[C:24]([F:33])[CH:23]=3)[N:16]=2)[CH:8]=1)=[O:5].BrBr.CC(O)=O.[NH2:46][C:47]([NH2:49])=[S:48]. (3) The reactants are: [CH2:1]([I:3])[CH3:2].[CH2:4]([N:7]([CH2:25][CH:26]=[CH2:27])[CH2:8][CH2:9][CH:10]([C:17]1[CH:22]=[C:21]([CH3:23])[CH:20]=[CH:19][C:18]=1[OH:24])[C:11]1[CH:16]=[CH:15][CH:14]=[CH:13][CH:12]=1)[CH:5]=[CH2:6]. Given the product [I-:3].[OH:24][C:18]1[CH:19]=[CH:20][C:21]([CH3:23])=[CH:22][C:17]=1[CH:10]([C:11]1[CH:16]=[CH:15][CH:14]=[CH:13][CH:12]=1)[CH2:9][CH2:8][N+:7]([CH2:4][CH:5]=[CH2:6])([CH2:25][CH:26]=[CH2:27])[CH2:1][CH3:2], predict the reactants needed to synthesize it.